This data is from NCI-60 drug combinations with 297,098 pairs across 59 cell lines. The task is: Regression. Given two drug SMILES strings and cell line genomic features, predict the synergy score measuring deviation from expected non-interaction effect. (1) Drug 1: C1=CC=C(C(=C1)C(C2=CC=C(C=C2)Cl)C(Cl)Cl)Cl. Drug 2: C1CN(CCN1C(=O)CCBr)C(=O)CCBr. Cell line: UACC-257. Synergy scores: CSS=16.5, Synergy_ZIP=1.58, Synergy_Bliss=-0.834, Synergy_Loewe=0, Synergy_HSA=0.908. (2) Drug 1: CN1C(=O)N2C=NC(=C2N=N1)C(=O)N. Drug 2: C1=NC2=C(N1)C(=S)N=CN2. Cell line: U251. Synergy scores: CSS=28.4, Synergy_ZIP=-7.55, Synergy_Bliss=-0.697, Synergy_Loewe=0.855, Synergy_HSA=0.979. (3) Drug 1: C1=C(C(=O)NC(=O)N1)F. Drug 2: CN1C=C(C=N1)C2=C3N=C(C(=C(N3N=C2)N)Br)C4CCCNC4. Cell line: T-47D. Synergy scores: CSS=14.8, Synergy_ZIP=3.26, Synergy_Bliss=6.62, Synergy_Loewe=-2.33, Synergy_HSA=1.53. (4) Drug 1: C(=O)(N)NO. Drug 2: CC1=C(N=C(N=C1N)C(CC(=O)N)NCC(C(=O)N)N)C(=O)NC(C(C2=CN=CN2)OC3C(C(C(C(O3)CO)O)O)OC4C(C(C(C(O4)CO)O)OC(=O)N)O)C(=O)NC(C)C(C(C)C(=O)NC(C(C)O)C(=O)NCCC5=NC(=CS5)C6=NC(=CS6)C(=O)NCCC[S+](C)C)O. Cell line: SNB-75. Synergy scores: CSS=9.20, Synergy_ZIP=-2.81, Synergy_Bliss=0.701, Synergy_Loewe=-12.6, Synergy_HSA=0.0313. (5) Drug 1: CC12CCC(CC1=CCC3C2CCC4(C3CC=C4C5=CN=CC=C5)C)O. Drug 2: CCC1(CC2CC(C3=C(CCN(C2)C1)C4=CC=CC=C4N3)(C5=C(C=C6C(=C5)C78CCN9C7C(C=CC9)(C(C(C8N6C=O)(C(=O)OC)O)OC(=O)C)CC)OC)C(=O)OC)O.OS(=O)(=O)O. Cell line: SK-MEL-28. Synergy scores: CSS=15.7, Synergy_ZIP=3.10, Synergy_Bliss=4.35, Synergy_Loewe=-14.6, Synergy_HSA=2.27. (6) Drug 1: CCN(CC)CCNC(=O)C1=C(NC(=C1C)C=C2C3=C(C=CC(=C3)F)NC2=O)C. Drug 2: C(CN)CNCCSP(=O)(O)O. Cell line: DU-145. Synergy scores: CSS=3.02, Synergy_ZIP=0.933, Synergy_Bliss=2.56, Synergy_Loewe=2.47, Synergy_HSA=-0.976.